This data is from Retrosynthesis with 50K atom-mapped reactions and 10 reaction types from USPTO. The task is: Predict the reactants needed to synthesize the given product. Given the product NCC1Nc2ccccc2N2CCc3cccc1c32, predict the reactants needed to synthesize it. The reactants are: N#CC1Nc2ccccc2N2CCc3cccc1c32.